From a dataset of Forward reaction prediction with 1.9M reactions from USPTO patents (1976-2016). Predict the product of the given reaction. (1) Given the reactants [CH2:1]([O:8][C:9](=[O:35])[CH2:10][C@@H:11]([NH:27]C(OC(C)(C)C)=O)[CH2:12][N:13]1[CH2:18][CH2:17][CH:16]([O:19][C:20]2[CH:25]=[CH:24][C:23]([F:26])=[CH:22][CH:21]=2)[CH2:15][CH2:14]1)[C:2]1[CH:7]=[CH:6][CH:5]=[CH:4][CH:3]=1.FC(F)(F)C(O)=O, predict the reaction product. The product is: [CH2:1]([O:8][C:9](=[O:35])[CH2:10][C@@H:11]([NH2:27])[CH2:12][N:13]1[CH2:14][CH2:15][CH:16]([O:19][C:20]2[CH:21]=[CH:22][C:23]([F:26])=[CH:24][CH:25]=2)[CH2:17][CH2:18]1)[C:2]1[CH:7]=[CH:6][CH:5]=[CH:4][CH:3]=1. (2) Given the reactants C(OC(=O)[NH:7][C@@H:8]1[C:17]2[C:12](=[CH:13][CH:14]=[CH:15][CH:16]=2)[C@@H:11]([O:18][C:19]2[CH:24]=[CH:23][N:22]=[C:21]([NH:25][C:26](=[O:30])[CH2:27][O:28][CH3:29])[CH:20]=2)[CH2:10][CH2:9]1)(C)(C)C.C(O)(C(F)(F)F)=O, predict the reaction product. The product is: [NH3:7].[NH2:7][C@@H:8]1[C:17]2[C:12](=[CH:13][CH:14]=[CH:15][CH:16]=2)[C@@H:11]([O:18][C:19]2[CH:24]=[CH:23][N:22]=[C:21]([NH:25][C:26](=[O:30])[CH2:27][O:28][CH3:29])[CH:20]=2)[CH2:10][CH2:9]1.